From a dataset of Retrosynthesis with 50K atom-mapped reactions and 10 reaction types from USPTO. Predict the reactants needed to synthesize the given product. (1) Given the product Cn1c(-c2ccc(Cl)cc2)c(CCC(=O)N2CCC(O)(Cc3ccccc3)CC2)c2cc(-c3cccnc3)ccc21, predict the reactants needed to synthesize it. The reactants are: CCCC[Sn](CCCC)(CCCC)c1cccnc1.Cn1c(-c2ccc(Cl)cc2)c(CCC(=O)N2CCC(O)(Cc3ccccc3)CC2)c2cc(Br)ccc21. (2) Given the product CN(C)CCCOC(=O)c1cc(N2CCCC2)c(Oc2ccccc2)c(S(N)(=O)=O)c1, predict the reactants needed to synthesize it. The reactants are: CN(C)CCCCl.NS(=O)(=O)c1cc(C(=O)O)cc(N2CCCC2)c1Oc1ccccc1. (3) Given the product CCOC(=O)COc1ccc(Br)cc1Cl, predict the reactants needed to synthesize it. The reactants are: CCOC(=O)CCl.Oc1ccc(Br)cc1Cl. (4) Given the product O=C(NCc1ccccc1Cl)C1CCN(Cc2nc3c(oc4ccc(Br)cc43)c(=O)[nH]2)C1, predict the reactants needed to synthesize it. The reactants are: NCc1ccccc1Cl.O=C(O)C1CCN(Cc2nc3c(oc4ccc(Br)cc43)c(=O)[nH]2)C1. (5) Given the product c1ccc2c(c1)NCCC2C1CCOC1, predict the reactants needed to synthesize it. The reactants are: O=C1CC(C2CCOC2)c2ccccc2N1. (6) Given the product CCOC(=O)CC(O)c1ccc([N+](=O)[O-])c(C)c1, predict the reactants needed to synthesize it. The reactants are: CCOC(=O)CC(=O)c1ccc([N+](=O)[O-])c(C)c1. (7) Given the product CC(C)Sc1ccc([N+](=O)[O-])cc1, predict the reactants needed to synthesize it. The reactants are: CC(C)S.O=[N+]([O-])c1ccc(F)cc1. (8) Given the product Cc1cc(C#N)ccc1S(=O)(=O)N1CCN[C@H](C)C1, predict the reactants needed to synthesize it. The reactants are: Cc1cc(C#N)ccc1S(=O)(=O)N1CCN(C(=O)OC(C)(C)C)[C@H](C)C1. (9) Given the product CCCC(c1cc(C#N)cs1)n1ccnc1, predict the reactants needed to synthesize it. The reactants are: CCCC(c1cc(Br)cs1)n1ccnc1.N#C[Cu]. (10) Given the product CC(C)N1CCC(Nc2ccccc2)CC1, predict the reactants needed to synthesize it. The reactants are: CC(C)N1CCC(=Nc2ccccc2)CC1.